From a dataset of Full USPTO retrosynthesis dataset with 1.9M reactions from patents (1976-2016). Predict the reactants needed to synthesize the given product. (1) Given the product [C:1]([O:5][C:6]([N:8]1[CH:17]([C:18](=[O:20])[NH:61][C@@:44]([C:43]([O:42][CH3:41])=[O:62])([CH3:60])[CH2:45][C:46]2[CH:47]=[CH:48][C:49]([C:52]3[CH:57]=[CH:56][C:55]([C:58]#[N:59])=[CH:54][CH:53]=3)=[CH:50][CH:51]=2)[CH2:16][C:15]2[CH:14]=[C:13]3[O:21][CH2:22][C@H:23]([C:25]4[CH:30]=[CH:29][C:28]([O:31][CH2:32][C:33]5[CH:38]=[CH:37][C:36]([Cl:39])=[C:35]([Cl:40])[CH:34]=5)=[CH:27][CH:26]=4)[O:24][C:12]3=[CH:11][C:10]=2[CH2:9]1)=[O:7])([CH3:3])([CH3:2])[CH3:4], predict the reactants needed to synthesize it. The reactants are: [C:1]([O:5][C:6]([N:8]1[CH:17]([C:18]([OH:20])=O)[CH2:16][C:15]2[CH:14]=[C:13]3[O:21][CH2:22][C@H:23]([C:25]4[CH:30]=[CH:29][C:28]([O:31][CH2:32][C:33]5[CH:38]=[CH:37][C:36]([Cl:39])=[C:35]([Cl:40])[CH:34]=5)=[CH:27][CH:26]=4)[O:24][C:12]3=[CH:11][C:10]=2[CH2:9]1)=[O:7])([CH3:4])([CH3:3])[CH3:2].[CH3:41][O:42][C:43](=[O:62])[C@:44]([NH2:61])([CH3:60])[CH2:45][C:46]1[CH:51]=[CH:50][C:49]([C:52]2[CH:57]=[CH:56][C:55]([C:58]#[N:59])=[CH:54][CH:53]=2)=[CH:48][CH:47]=1. (2) Given the product [CH2:12]([O:19][C:20]1[CH:25]=[CH:24][C:23]([Br:26])=[CH:22][C:21]=1[C@H:27]([C:4]1[CH:9]=[CH:8][CH:7]=[CH:6][CH:5]=1)[CH2:28][C:29]([N:31]1[C@H:35]([C:36]2[CH:37]=[CH:38][CH:39]=[CH:40][CH:41]=2)[CH2:34][O:33][C:32]1=[O:42])=[O:30])[C:13]1[CH:18]=[CH:17][CH:16]=[CH:15][CH:14]=1, predict the reactants needed to synthesize it. The reactants are: CSC.[C:4]1([Mg]Br)[CH:9]=[CH:8][CH:7]=[CH:6][CH:5]=1.[CH2:12]([O:19][C:20]1[CH:25]=[CH:24][C:23]([Br:26])=[CH:22][C:21]=1[CH:27]=[CH:28][C:29]([N:31]1[C@H:35]([C:36]2[CH:41]=[CH:40][CH:39]=[CH:38][CH:37]=2)[CH2:34][O:33][C:32]1=[O:42])=[O:30])[C:13]1[CH:18]=[CH:17][CH:16]=[CH:15][CH:14]=1.